Dataset: Reaction yield outcomes from USPTO patents with 853,638 reactions. Task: Predict the reaction yield, written as a fraction of the theoretical maximum amount of product (1.0 means a 100% yield; for example, 0.34 means a 34% yield). (1) The reactants are [C:1]([Cl:4])(=O)C.CO.[OH:7][C@H:8]1[CH2:12][NH:11][C@@H:10]([C:13]([OH:15])=[O:14])[CH2:9]1. The catalyst is CCOCC. The product is [ClH:4].[OH:7][C@H:8]1[CH2:12][NH:11][C@@H:10]([C:13]([O:15][CH3:1])=[O:14])[CH2:9]1. The yield is 1.00. (2) The reactants are [CH2:1]([N:8]1[CH2:13][C:12](=[O:14])[NH:11][C:10]2[CH:15]=[C:16]([C:19](OC)=[O:20])[CH:17]=[N:18][C:9]1=2)[C:2]1[CH:7]=[CH:6][CH:5]=[CH:4][CH:3]=1.[H-].[Na+].[H-].[Al+3].[Li+].[H-].[H-].[H-].CO. The catalyst is O1CCCC1.O.C(OCC)(=O)C. The yield is 0.990. The product is [CH2:1]([N:8]1[CH2:13][C:12](=[O:14])[NH:11][C:10]2[CH:15]=[C:16]([CH2:19][OH:20])[CH:17]=[N:18][C:9]1=2)[C:2]1[CH:3]=[CH:4][CH:5]=[CH:6][CH:7]=1. (3) The reactants are [CH2:1]([N:8]1[CH2:13][C:12]([CH3:15])([CH3:14])[O:11][C:10]2([CH2:20][CH2:19][N:18](C(OC(C)(C)C)=O)[CH2:17][CH2:16]2)[CH2:9]1)[C:2]1[CH:7]=[CH:6][CH:5]=[CH:4][CH:3]=1.Cl. The catalyst is C(O)C. The product is [CH2:1]([N:8]1[CH2:13][C:12]([CH3:15])([CH3:14])[O:11][C:10]2([CH2:20][CH2:19][NH:18][CH2:17][CH2:16]2)[CH2:9]1)[C:2]1[CH:3]=[CH:4][CH:5]=[CH:6][CH:7]=1. The yield is 0.980.